From a dataset of Full USPTO retrosynthesis dataset with 1.9M reactions from patents (1976-2016). Predict the reactants needed to synthesize the given product. (1) Given the product [Br:8][CH2:21][C:22]1[CH:23]=[C:24]([C:31]2[CH:32]=[CH:33][CH:34]=[CH:35][CH:36]=2)[CH:25]=[C:26]([N+:28]([O-:30])=[O:29])[CH:27]=1, predict the reactants needed to synthesize it. The reactants are: C1C(=O)N([Br:8])C(=O)C1.CC(N=NC(C#N)(C)C)(C#N)C.[CH3:21][C:22]1[CH:23]=[C:24]([C:31]2[CH:36]=[CH:35][CH:34]=[CH:33][CH:32]=2)[CH:25]=[C:26]([N+:28]([O-:30])=[O:29])[CH:27]=1. (2) Given the product [F:35][C:29]1[CH:30]=[C:31]([F:34])[CH:32]=[CH:33][C:28]=1[C@:12]12[CH2:26][O:27][C@@H:9]([C:7]3[N:4]=[C:1]([CH3:2])[O:3][CH:6]=3)[CH2:10][C@H:11]1[CH2:16][S:15][C:14]([NH:17][C:18](=[O:25])[C:19]1[CH:20]=[CH:21][CH:22]=[CH:23][CH:24]=1)=[N:13]2, predict the reactants needed to synthesize it. The reactants are: [C:1]([NH2:4])(=[O:3])[CH3:2].Br[CH2:6][C:7]([C@@H:9]1[O:27][CH2:26][C@:12]2([C:28]3[CH:33]=[CH:32][C:31]([F:34])=[CH:30][C:29]=3[F:35])[N:13]=[C:14]([NH:17][C:18](=[O:25])[C:19]3[CH:24]=[CH:23][CH:22]=[CH:21][CH:20]=3)[S:15][CH2:16][C@@H:11]2[CH2:10]1)=O. (3) Given the product [C:1]1([C:7]2[N:8]=[N:9][N:10]([CH2:13][C:14]#[N:15])[N:11]=2)[CH:2]=[CH:3][CH:4]=[CH:5][CH:6]=1, predict the reactants needed to synthesize it. The reactants are: [C:1]1([C:7]2[NH:11][N:10]=[N:9][N:8]=2)[CH:6]=[CH:5][CH:4]=[CH:3][CH:2]=1.Cl[CH2:13][C:14]#[N:15].CN(C)C=O.C(=O)([O-])[O-].[K+].[K+]. (4) The reactants are: C(N1C=CN=C1)(N1C=CN=C1)=O.[CH3:13][C:14]1[CH:15]=[C:16]([CH:20]=[CH:21][C:22]=1[N+:23]([O-:25])=[O:24])[C:17]([OH:19])=O.[CH2:26]([O:28][C:29](=[O:34])[CH2:30]C(O)=O)[CH3:27]. Given the product [CH3:13][C:14]1[CH:15]=[C:16]([C:17](=[O:19])[CH2:30][C:29]([O:28][CH2:26][CH3:27])=[O:34])[CH:20]=[CH:21][C:22]=1[N+:23]([O-:25])=[O:24], predict the reactants needed to synthesize it.